The task is: Regression. Given a peptide amino acid sequence and an MHC pseudo amino acid sequence, predict their binding affinity value. This is MHC class II binding data.. This data is from Peptide-MHC class II binding affinity with 134,281 pairs from IEDB. (1) The peptide sequence is GELQILDKIDAAFKI. The MHC is DRB3_0202 with pseudo-sequence DRB3_0202. The binding affinity (normalized) is 0.278. (2) The peptide sequence is APEVKYTVFKTALKK. The MHC is HLA-DPA10201-DPB10101 with pseudo-sequence HLA-DPA10201-DPB10101. The binding affinity (normalized) is 0.976.